This data is from Forward reaction prediction with 1.9M reactions from USPTO patents (1976-2016). The task is: Predict the product of the given reaction. (1) The product is: [N:21]12[CH2:26][CH2:25][CH:24]([CH2:23][CH2:22]1)[N:18]([C:15]1[CH:14]=[C:3]3[C:2](=[CH:17][CH:16]=1)[N:1]=[C:31]([C:30]1[CH:33]=[C:34]([F:36])[CH:35]=[C:28]([Cl:27])[CH:29]=1)[N:6]([CH2:7][C:8]([NH:10][CH:11]([CH3:13])[CH3:12])=[O:9])[C:4]3=[O:5])[CH2:19][CH2:20]2. Given the reactants [NH2:1][C:2]1[CH:17]=[CH:16][C:15]([N:18]2[CH:24]3[CH2:25][CH2:26][N:21]([CH2:22][CH2:23]3)[CH2:20][CH2:19]2)=[CH:14][C:3]=1[C:4]([NH:6][CH2:7][C:8]([NH:10][CH:11]([CH3:13])[CH3:12])=[O:9])=[O:5].[Cl:27][C:28]1[CH:29]=[C:30]([CH:33]=[C:34]([F:36])[CH:35]=1)[CH:31]=O, predict the reaction product. (2) Given the reactants [CH3:1][O:2][C:3](=[O:15])[C:4]1[CH:9]=[C:8](I)[CH:7]=[CH:6][C:5]=1[O:11][CH:12]([CH3:14])[CH3:13].[CH3:16][O:17][C:18]1[CH:23]=[CH:22][CH:21]=[CH:20][C:19]=1[C:24]#[CH:25], predict the reaction product. The product is: [CH3:1][O:2][C:3](=[O:15])[C:4]1[CH:9]=[C:8]([C:25]#[C:24][C:19]2[CH:20]=[CH:21][CH:22]=[CH:23][C:18]=2[O:17][CH3:16])[CH:7]=[CH:6][C:5]=1[O:11][CH:12]([CH3:14])[CH3:13]. (3) Given the reactants [OH:1][C:2]1[CH:11]=[CH:10][C:5]2[NH:6][C:7](=[O:9])[O:8][C:4]=2[CH:3]=1.N1C=CN=[CH:13]1.Cl[Si:18]([C:21]([CH3:24])([CH3:23])[CH3:22])([CH3:20])[CH3:19].[H-].[Na+].IC, predict the reaction product. The product is: [Si:18]([O:1][C:2]1[CH:11]=[CH:10][C:5]2[N:6]([CH3:13])[C:7](=[O:9])[O:8][C:4]=2[CH:3]=1)([C:21]([CH3:24])([CH3:23])[CH3:22])([CH3:20])[CH3:19]. (4) Given the reactants [F:1][C:2]1[CH:22]=[CH:21][C:5]([CH2:6][N:7]2[CH:11]=[CH:10][C:9]([C@@H:12]3[CH2:17][N:16]4[CH2:18][CH2:19][CH2:20][C@@H:15]4[CH2:14][NH:13]3)=[N:8]2)=[CH:4][CH:3]=1.[C:23]([O:27][C:28]([NH:30][C@@H:31]([CH:35]1[CH2:40][CH2:39][CH2:38][CH2:37][CH2:36]1)[C:32](O)=[O:33])=[O:29])([CH3:26])([CH3:25])[CH3:24].C(N(C(C)C)C(C)C)C.F[P-](F)(F)(F)(F)F.N1(OC(N(C)C)=[N+](C)C)C2N=CC=CC=2N=N1, predict the reaction product. The product is: [C:23]([O:27][C:28](=[O:29])[NH:30][C@@H:31]([CH:35]1[CH2:36][CH2:37][CH2:38][CH2:39][CH2:40]1)[C:32]([N:13]1[C@H:12]([C:9]2[CH:10]=[CH:11][N:7]([CH2:6][C:5]3[CH:21]=[CH:22][C:2]([F:1])=[CH:3][CH:4]=3)[N:8]=2)[CH2:17][N:16]2[CH2:18][CH2:19][CH2:20][C@@H:15]2[CH2:14]1)=[O:33])([CH3:26])([CH3:24])[CH3:25].